Predict the reaction yield, written as a fraction of the theoretical maximum amount of product (1.0 means a 100% yield; for example, 0.34 means a 34% yield). From a dataset of Reaction yield outcomes from USPTO patents with 853,638 reactions. (1) The reactants are O=P(Cl)(Cl)[Cl:3].[C:6]([C:10]1[N:15]=[C:14](O)[C:13]([C:17]([O:19][CH2:20][CH3:21])=[O:18])=[CH:12][N:11]=1)([CH3:9])([CH3:8])[CH3:7]. The catalyst is C(N(CC)CC)C. The product is [C:6]([C:10]1[N:15]=[C:14]([Cl:3])[C:13]([C:17]([O:19][CH2:20][CH3:21])=[O:18])=[CH:12][N:11]=1)([CH3:9])([CH3:8])[CH3:7]. The yield is 0.850. (2) The reactants are [C:1]([N:4]1[CH2:9][CH2:8][N:7]([C:10]2[CH:19]=[CH:18][C:13]([C:14]([O:16]C)=O)=[CH:12][CH:11]=2)[CH2:6][CH2:5]1)(=[O:3])[CH3:2].[NH2:20][C:21]1[N:25](C(OC(C)(C)C)=O)[N:24]=[C:23]([CH2:33][CH2:34][C:35]2[CH:40]=[C:39]([O:41][CH3:42])[CH:38]=[C:37]([O:43][CH3:44])[CH:36]=2)[CH:22]=1.C[Si]([N-][Si](C)(C)C)(C)C.[Na+]. The catalyst is C1COCC1. The product is [C:1]([N:4]1[CH2:5][CH2:6][N:7]([C:10]2[CH:11]=[CH:12][C:13]([C:14]([NH:20][C:21]3[CH:22]=[C:23]([CH2:33][CH2:34][C:35]4[CH:40]=[C:39]([O:41][CH3:42])[CH:38]=[C:37]([O:43][CH3:44])[CH:36]=4)[NH:24][N:25]=3)=[O:16])=[CH:18][CH:19]=2)[CH2:8][CH2:9]1)(=[O:3])[CH3:2]. The yield is 0.0100. (3) The reactants are [CH3:1][O:2][CH2:3][CH2:4][N:5]1[CH2:10][CH2:9][N:8]2[N:11]=[C:12]([NH2:14])[CH:13]=[C:7]2[CH2:6]1.Br[C:16]1[C:17](=[O:25])[N:18]([CH3:24])[C:19]([CH3:23])=[C:20]([Br:22])[CH:21]=1.C(=O)([O-])[O-].[Cs+].[Cs+].CC1(C)C2C(=C(P(C3C=CC=CC=3)C3C=CC=CC=3)C=CC=2)OC2C(P(C3C=CC=CC=3)C3C=CC=CC=3)=CC=CC1=2. The catalyst is C1C=CC(/C=C/C(/C=C/C2C=CC=CC=2)=O)=CC=1.C1C=CC(/C=C/C(/C=C/C2C=CC=CC=2)=O)=CC=1.C1C=CC(/C=C/C(/C=C/C2C=CC=CC=2)=O)=CC=1.[Pd].[Pd].O1CCOCC1. The product is [Br:22][C:20]1[CH:21]=[C:16]([NH:14][C:12]2[CH:13]=[C:7]3[CH2:6][N:5]([CH2:4][CH2:3][O:2][CH3:1])[CH2:10][CH2:9][N:8]3[N:11]=2)[C:17](=[O:25])[N:18]([CH3:24])[C:19]=1[CH3:23]. The yield is 0.620. (4) The reactants are [O:1]=[C:2]1[C:10]2([C:14]3=[CH:15][C:16]4[O:20][CH2:19][O:18][C:17]=4[CH:21]=[C:13]3[O:12][CH2:11]2)[C:9]2[C:4](=[CH:5][CH:6]=[CH:7][CH:8]=2)[N:3]1[CH2:22][CH2:23][C:24]#[N:25].[NH2:26][OH:27]. The catalyst is CS(C)=O. The product is [OH:27][N:26]=[C:24]([NH2:25])[CH2:23][CH2:22][N:3]1[C:4]2[C:9](=[CH:8][CH:7]=[CH:6][CH:5]=2)[C:10]2([C:14]3=[CH:15][C:16]4[O:20][CH2:19][O:18][C:17]=4[CH:21]=[C:13]3[O:12][CH2:11]2)[C:2]1=[O:1]. The yield is 0.910.